Dataset: hERG potassium channel inhibition data for cardiac toxicity prediction from Karim et al.. Task: Regression/Classification. Given a drug SMILES string, predict its toxicity properties. Task type varies by dataset: regression for continuous values (e.g., LD50, hERG inhibition percentage) or binary classification for toxic/non-toxic outcomes (e.g., AMES mutagenicity, cardiotoxicity, hepatotoxicity). Dataset: herg_karim. (1) The drug is COc1cc2nnc(C(N)=O)c(Nc3ccc(C)cc3F)c2cc1N1C[C@H](C)N[C@H](C)C1. The result is 0 (non-blocker). (2) The compound is N#Cc1ccc(Cn2cncc2C[NH+](Cc2cccnc2)[C@H]2CCN(Cc3ccccc3)C2=O)cc1. The result is 1 (blocker). (3) The drug is O=C(Nc1ccccc1)Nc1ccc(-c2ccc(C(=O)[C@@H]3CCC[C@H]3C(=O)O)cc2)cc1. The result is 0 (non-blocker). (4) The drug is COc1ccc(-c2ccc(NC(=O)Nc3cc(C)ccc3F)cc2)c2c(N)noc12. The result is 0 (non-blocker).